This data is from Forward reaction prediction with 1.9M reactions from USPTO patents (1976-2016). The task is: Predict the product of the given reaction. (1) Given the reactants [F:1][C:2]1[C:11]2[O:10][CH2:9][CH:8]([CH2:12]OS(C3C=CC(C)=CC=3)(=O)=O)[O:7][C:6]=2[CH:5]=[C:4]([S:24]([CH3:27])(=[O:26])=[O:25])[CH:3]=1.[NH:28]1[CH2:32][CH2:31][CH2:30][CH2:29]1, predict the reaction product. The product is: [F:1][C:2]1[C:11]2[O:10][CH2:9][CH:8]([CH2:12][N:28]3[CH2:32][CH2:31][CH2:30][CH2:29]3)[O:7][C:6]=2[CH:5]=[C:4]([S:24]([CH3:27])(=[O:25])=[O:26])[CH:3]=1. (2) Given the reactants [Cl:1][C:2]1[S:6][C:5]([S:7]([N:10]2[CH2:15][CH2:14][N:13](C3N=C(N)C4C(=CC(OC)=C(OC)C=4)N=3)[CH2:12][CH2:11]2)(=[O:9])=[O:8])=[CH:4][CH:3]=1.N1CCNCC1.ClC1SC(S(Cl)(=O)=O)=CC=1, predict the reaction product. The product is: [Cl:1][C:2]1[S:6][C:5]([S:7]([N:10]2[CH2:11][CH2:12][NH:13][CH2:14][CH2:15]2)(=[O:8])=[O:9])=[CH:4][CH:3]=1. (3) Given the reactants [Br:1][C:2]1[CH:7]=[CH:6][C:5]([NH2:8])=[C:4]([O:9][CH2:10][CH3:11])[CH:3]=1.C(=O)([O-])[O-].[K+].[K+].[CH2:18](Br)[C:19]1[CH:24]=[CH:23][CH:22]=[CH:21][CH:20]=1, predict the reaction product. The product is: [CH2:18]([N:8]([CH2:18][C:19]1[CH:24]=[CH:23][CH:22]=[CH:21][CH:20]=1)[C:5]1[CH:6]=[CH:7][C:2]([Br:1])=[CH:3][C:4]=1[O:9][CH2:10][CH3:11])[C:19]1[CH:24]=[CH:23][CH:22]=[CH:21][CH:20]=1.